From a dataset of Forward reaction prediction with 1.9M reactions from USPTO patents (1976-2016). Predict the product of the given reaction. (1) Given the reactants [NH:1]1[CH2:4][CH:3]([CH2:5][N:6]2[C:10]3[N:11]=[C:12]([C:21]4[CH:26]=[CH:25][C:24]([NH:27][C:28]([NH:30][C:31]5[CH:36]=[CH:35][CH:34]=[CH:33][CH:32]=5)=[O:29])=[CH:23][CH:22]=4)[N:13]=[C:14]([N:15]4[CH2:20][CH2:19][O:18][CH2:17][CH2:16]4)[C:9]=3[N:8]=[N:7]2)[CH2:2]1.CCN(CC)CC.[C:44](Cl)(=[O:51])[C:45]1[CH:50]=[CH:49][CH:48]=[CH:47][CH:46]=1, predict the reaction product. The product is: [C:44]([N:1]1[CH2:4][CH:3]([CH2:5][N:6]2[C:10]3[N:11]=[C:12]([C:21]4[CH:22]=[CH:23][C:24]([NH:27][C:28]([NH:30][C:31]5[CH:36]=[CH:35][CH:34]=[CH:33][CH:32]=5)=[O:29])=[CH:25][CH:26]=4)[N:13]=[C:14]([N:15]4[CH2:20][CH2:19][O:18][CH2:17][CH2:16]4)[C:9]=3[N:8]=[N:7]2)[CH2:2]1)(=[O:51])[C:45]1[CH:50]=[CH:49][CH:48]=[CH:47][CH:46]=1. (2) Given the reactants [N+:1]([C:4]1[CH:11]=[CH:10][C:7]([CH:8]=[O:9])=[CH:6][CH:5]=1)([O-])=O, predict the reaction product. The product is: [NH2:1][C:4]1[CH:11]=[CH:10][C:7]([CH:8]=[O:9])=[CH:6][CH:5]=1. (3) The product is: [CH2:28]([N:23]1[C:22](=[O:27])[CH2:21][N:20]([C:10]2[C:9]([O:8][CH2:1][C:2]3[CH:3]=[CH:4][CH:5]=[CH:6][CH:7]=3)=[CH:18][C:17]3[CH2:16][CH:15]([OH:19])[CH2:14][CH2:13][C:12]=3[CH:11]=2)[S:24]1(=[O:26])=[O:25])[C:29]1[CH:34]=[CH:33][CH:32]=[CH:31][CH:30]=1. Given the reactants [CH2:1]([O:8][C:9]1[C:10]([N:20]2[S:24](=[O:26])(=[O:25])[NH:23][C:22](=[O:27])[CH2:21]2)=[CH:11][C:12]2[CH2:13][CH2:14][CH:15]([OH:19])[CH2:16][C:17]=2[CH:18]=1)[C:2]1[CH:7]=[CH:6][CH:5]=[CH:4][CH:3]=1.[CH2:28](Br)[C:29]1[CH:34]=[CH:33][CH:32]=[CH:31][CH:30]=1.C(=O)([O-])[O-].[K+].[K+], predict the reaction product. (4) The product is: [CH3:1][C:2]1[O:6][N:5]=[C:4]([C:7]2[CH:8]=[CH:9][CH:10]=[CH:11][CH:12]=2)[C:3]=1[CH2:13][O:14][C:15]1[CH:23]=[CH:22][C:18]([C:19]([NH:24][CH2:25][C:26]2[CH:31]=[CH:30][CH:29]=[CH:28][N:27]=2)=[O:21])=[CH:17][N:16]=1. Given the reactants [CH3:1][C:2]1[O:6][N:5]=[C:4]([C:7]2[CH:12]=[CH:11][CH:10]=[CH:9][CH:8]=2)[C:3]=1[CH2:13][O:14][C:15]1[CH:23]=[CH:22][C:18]([C:19]([OH:21])=O)=[CH:17][N:16]=1.[NH2:24][CH2:25][C:26]1[CH:31]=[CH:30][CH:29]=[CH:28][N:27]=1, predict the reaction product. (5) Given the reactants P(Br)(Br)([Br:3])=O.[CH3:6][N:7]1[C:11]2[CH:12]=[CH:13][C:14]([C:16]([O:18][CH3:19])=[O:17])=[CH:15][C:10]=2[NH:9][C:8]1=O.C(Cl)(Cl)Cl.COCCOC.C([O-])([O-])=O.[Na+].[Na+], predict the reaction product. The product is: [Br:3][C:8]1[N:7]([CH3:6])[C:11]2[CH:12]=[CH:13][C:14]([C:16]([O:18][CH3:19])=[O:17])=[CH:15][C:10]=2[N:9]=1. (6) Given the reactants [C:1]([NH:4][C:5]([CH2:16][CH2:17][CH2:18][CH2:19][N:20]=[N+:21]=[N-:22])([C:11]([O:13][CH2:14][CH3:15])=[O:12])[C:6]([O:8][CH2:9][CH3:10])=[O:7])(=[O:3])[CH3:2].N([CH2:26][CH2:27][CH2:28][CH2:29][CH2:26][CH2:27][CH2:28][CH2:29]Br)=[N+]=[N-], predict the reaction product. The product is: [C:1]([NH:4][C:5]([CH2:16][CH2:17][CH2:18][CH:19]([N:20]=[N+:21]=[N-:22])[CH2:26][CH2:27][CH2:28][CH3:29])([C:11]([O:13][CH2:14][CH3:15])=[O:12])[C:6]([O:8][CH2:9][CH3:10])=[O:7])(=[O:3])[CH3:2]. (7) Given the reactants [Al+3].[Cl-].[Cl-].[Cl-].[CH2:5]([CH:9]1[CH2:20][C:19]2[C:11](=[CH:12][C:13]3[CH2:14][CH2:15][CH2:16][C:17]=3[CH:18]=2)[C:10]1=[O:21])[CH:6]([CH3:8])[CH3:7].[Br:22]Br, predict the reaction product. The product is: [CH2:5]([CH:9]1[CH2:20][C:19]2[C:11](=[CH:12][C:13]3[CH2:14][CH2:15][CH2:16][C:17]=3[C:18]=2[Br:22])[C:10]1=[O:21])[CH:6]([CH3:8])[CH3:7].